This data is from Forward reaction prediction with 1.9M reactions from USPTO patents (1976-2016). The task is: Predict the product of the given reaction. (1) Given the reactants Br[C:2]1[CH:3]=[CH:4][C:5]2[N:6]([C:8]([C:11]3[CH:18]=[CH:17][C:14]([C:15]#[N:16])=[CH:13][CH:12]=3)=[CH:9][N:10]=2)[CH:7]=1.C[C:20]1[CH:25]=[C:24](B2OC(C)(C)C(C)(C)O2)[CH:23]=[CH:22][C:21]=1[C:35]([N:37]1[CH2:42][CH2:41][N:40]([CH3:43])[CH2:39][CH2:38]1)=[O:36].[O-]P([O-])([O-])=O.[K+].[K+].[K+].O1CCOC[CH2:53]1, predict the reaction product. The product is: [CH3:53][C:25]1[CH:20]=[C:21]([C:35]([N:37]2[CH2:38][CH2:39][N:40]([CH3:43])[CH2:41][CH2:42]2)=[O:36])[CH:22]=[CH:23][C:24]=1[C:2]1[CH:3]=[CH:4][C:5]2[N:6]([C:8]([C:11]3[CH:18]=[CH:17][C:14]([C:15]#[N:16])=[CH:13][CH:12]=3)=[CH:9][N:10]=2)[CH:7]=1. (2) Given the reactants [CH2:1]([O:8][C:9]1[CH:14]=[CH:13][C:12](Br)=[CH:11][C:10]=1[F:16])[C:2]1[CH:7]=[CH:6][CH:5]=[CH:4][CH:3]=1.[B:17](OC(C)C)([O:22]C(C)C)[O:18]C(C)C.C([Li])CCC.Cl, predict the reaction product. The product is: [CH2:1]([O:8][C:9]1[CH:14]=[CH:13][C:12]([B:17]([OH:22])[OH:18])=[CH:11][C:10]=1[F:16])[C:2]1[CH:7]=[CH:6][CH:5]=[CH:4][CH:3]=1.